The task is: Predict the reactants needed to synthesize the given product.. This data is from Full USPTO retrosynthesis dataset with 1.9M reactions from patents (1976-2016). (1) The reactants are: [F:1][C:2]1[CH:7]=[CH:6][CH:5]=[C:4]([F:8])[C:3]=1[C:9]1[CH:14]=[CH:13][C:12]([NH:15][C:16]([C:18]2[N:19]([CH3:28])[N:20]=[C:21]([C:24]([CH3:27])([CH3:26])[CH3:25])[C:22]=2[Cl:23])=O)=[C:11]([N+:29]([O-])=O)[CH:10]=1. Given the product [C:24]([C:21]1[C:22]([Cl:23])=[C:18]([C:16]2[NH:15][C:12]3[CH:13]=[CH:14][C:9]([C:3]4[C:2]([F:1])=[CH:7][CH:6]=[CH:5][C:4]=4[F:8])=[CH:10][C:11]=3[N:29]=2)[N:19]([CH3:28])[N:20]=1)([CH3:27])([CH3:26])[CH3:25], predict the reactants needed to synthesize it. (2) Given the product [Cl:29][C:26]1[CH:27]=[CH:28][C:23]([C:20]2[CH:21]=[CH:22][C:17]([C:16]#[C:15][C:12]3[CH:13]=[CH:14][C:9]([O:8][CH2:7][CH2:6][N:31]4[CH2:35][CH2:34][CH2:33][CH2:32]4)=[C:10]([CH3:30])[CH:11]=3)=[N:18][CH:19]=2)=[CH:24][CH:25]=1, predict the reactants needed to synthesize it. The reactants are: CS(O[CH2:6][CH2:7][O:8][C:9]1[CH:14]=[CH:13][C:12]([C:15]#[C:16][C:17]2[CH:22]=[CH:21][C:20]([C:23]3[CH:28]=[CH:27][C:26]([Cl:29])=[CH:25][CH:24]=3)=[CH:19][N:18]=2)=[CH:11][C:10]=1[CH3:30])(=O)=O.[NH:31]1[CH2:35][CH2:34][CH2:33][CH2:32]1. (3) Given the product [Br:1][C:2]1[CH:3]=[C:4]([CH:8]=[CH:9][N:10]=1)[C:5]([NH:17][C:16]1[CH:18]=[CH:19][CH:20]=[C:14]([CH:11]([CH3:13])[CH3:12])[CH:15]=1)=[O:7], predict the reactants needed to synthesize it. The reactants are: [Br:1][C:2]1[CH:3]=[C:4]([CH:8]=[CH:9][N:10]=1)[C:5]([OH:7])=O.[CH:11]([C:14]1[CH:15]=[C:16]([CH:18]=[CH:19][CH:20]=1)[NH2:17])([CH3:13])[CH3:12]. (4) Given the product [CH3:27][N:28]([CH2:29][CH2:30][CH:31]([CH3:33])[CH3:32])[C:2]1[N:3]=[CH:4][C:5]([NH:8][C:9](=[O:26])[CH:10]([NH:14][C:15](=[O:25])[CH2:16][C:17]2[CH:22]=[C:21]([F:23])[CH:20]=[C:19]([F:24])[CH:18]=2)[CH2:11][CH2:12][CH3:13])=[N:6][CH:7]=1, predict the reactants needed to synthesize it. The reactants are: Br[C:2]1[N:3]=[CH:4][C:5]([NH:8][C:9](=[O:26])[CH:10]([NH:14][C:15](=[O:25])[CH2:16][C:17]2[CH:22]=[C:21]([F:23])[CH:20]=[C:19]([F:24])[CH:18]=2)[CH2:11][CH2:12][CH3:13])=[N:6][CH:7]=1.[CH3:27][NH:28][CH2:29][CH2:30][CH:31]([CH3:33])[CH3:32]. (5) Given the product [Br:1][C:2]1[N:3]([CH:18]([C:20]2[CH:25]=[CH:24][CH:23]=[CH:22][CH:21]=2)[CH3:19])[C:4]2[C:9]([C:10]=1[C:11]([O:13][CH3:14])=[O:12])=[CH:8][CH:7]=[CH:6][CH:5]=2, predict the reactants needed to synthesize it. The reactants are: [Br:1][C:2]1[NH:3][C:4]2[C:9]([C:10]=1[C:11]([O:13][CH3:14])=[O:12])=[CH:8][CH:7]=[CH:6][CH:5]=2.[H-].[Na+].Br[CH:18]([C:20]1[CH:25]=[CH:24][CH:23]=[CH:22][CH:21]=1)[CH3:19].